This data is from Forward reaction prediction with 1.9M reactions from USPTO patents (1976-2016). The task is: Predict the product of the given reaction. (1) Given the reactants Br[C:2]1[N:7]=[C:6]([C:8]([NH2:10])=[O:9])[C:5]([NH:11][C:12]2[CH:17]=[CH:16][CH:15]=[C:14]([S:18]([CH3:21])(=[O:20])=[O:19])[CH:13]=2)=[N:4][C:3]=1[NH:22][C@H:23]1[CH2:28][CH2:27][C@H:26]([OH:29])[CH2:25][CH2:24]1.[CH:30]1(B(O)O)[CH2:32][CH2:31]1.C(=O)([O-])[O-].[K+].[K+].O1CCOCC1, predict the reaction product. The product is: [CH:30]1([C:2]2[N:7]=[C:6]([C:8]([NH2:10])=[O:9])[C:5]([NH:11][C:12]3[CH:17]=[CH:16][CH:15]=[C:14]([S:18]([CH3:21])(=[O:20])=[O:19])[CH:13]=3)=[N:4][C:3]=2[NH:22][C@H:23]2[CH2:28][CH2:27][C@H:26]([OH:29])[CH2:25][CH2:24]2)[CH2:32][CH2:31]1. (2) Given the reactants [Cl:1][C:2]1[N:7]=[N:6][C:5]([OH:8])=[C:4]([C:9]2[CH:14]=[CH:13][C:12]([Cl:15])=[CH:11][CH:10]=2)[C:3]=1[C:16]1[CH:21]=[CH:20][C:19]([Cl:22])=[CH:18][CH:17]=1.CN(C=O)C.C([O-])([O-])=O.[K+].[K+].[F:34][C:35]([F:45])([F:44])[C:36]1[CH:43]=[CH:42][C:39]([CH2:40]Br)=[CH:38][CH:37]=1, predict the reaction product. The product is: [Cl:1][C:2]1[C:3]([C:16]2[CH:21]=[CH:20][C:19]([Cl:22])=[CH:18][CH:17]=2)=[C:4]([C:9]2[CH:10]=[CH:11][C:12]([Cl:15])=[CH:13][CH:14]=2)[C:5](=[O:8])[N:6]([CH2:40][C:39]2[CH:38]=[CH:37][C:36]([C:35]([F:34])([F:44])[F:45])=[CH:43][CH:42]=2)[N:7]=1. (3) Given the reactants [C:1]([NH:5][C:6]1[N:7]=[C:8]([NH:20][C:21]2[CH:26]=[C:25]([CH:27]=[CH2:28])[N:24]=[CH:23][N:22]=2)[CH:9]=[C:10]2[C:15]=1[C:14](=[O:16])[N:13]([CH2:17][CH2:18][OH:19])[CH:12]=[CH:11]2)([CH3:4])([CH3:3])[CH3:2], predict the reaction product. The product is: [C:1]([NH:5][C:6]1[N:7]=[C:8]([NH:20][C:21]2[CH:26]=[C:25]([CH2:27][CH3:28])[N:24]=[CH:23][N:22]=2)[CH:9]=[C:10]2[C:15]=1[C:14](=[O:16])[N:13]([CH2:17][CH2:18][OH:19])[CH:12]=[CH:11]2)([CH3:4])([CH3:3])[CH3:2]. (4) The product is: [CH3:1][O:2][C:3]1[CH:8]=[CH:7][C:6]([O:9][C@@H:30]([CH3:29])[CH2:31][C@H:32]([OH:34])[CH3:33])=[CH:5][CH:4]=1.[CH3:1][O:2][C:3]1[CH:8]=[CH:7][C:6]([OH:9])=[CH:5][CH:4]=1. Given the reactants [CH3:1][O:2][C:3]1[CH:8]=[CH:7][C:6]([OH:9])=[CH:5][CH:4]=1.C1(P(C2C=CC=CC=2)C2C=CC=CC=2)C=CC=CC=1.[CH3:29][C@@H:30](O)[CH2:31][C@H:32]([OH:34])[CH3:33].COCCOC(N=NC(OCCOC)=O)=O, predict the reaction product.